This data is from Forward reaction prediction with 1.9M reactions from USPTO patents (1976-2016). The task is: Predict the product of the given reaction. Given the reactants [N:1]1[CH:6]=[CH:5][CH:4]=[CH:3][C:2]=1[CH2:7][CH2:8][NH2:9].[CH2:10]([O:12][C:13]1[CH:18]=[CH:17][C:16]([N:19]=[C:20]=[O:21])=[CH:15][CH:14]=1)[CH3:11], predict the reaction product. The product is: [CH2:10]([O:12][C:13]1[CH:18]=[CH:17][C:16]([NH:19][C:20]([NH:9][CH2:8][CH2:7][C:2]2[CH:3]=[CH:4][CH:5]=[CH:6][N:1]=2)=[O:21])=[CH:15][CH:14]=1)[CH3:11].